Dataset: NCI-60 drug combinations with 297,098 pairs across 59 cell lines. Task: Regression. Given two drug SMILES strings and cell line genomic features, predict the synergy score measuring deviation from expected non-interaction effect. (1) Drug 1: CC12CCC3C(C1CCC2=O)CC(=C)C4=CC(=O)C=CC34C. Drug 2: C1CC(C1)(C(=O)O)C(=O)O.[NH2-].[NH2-].[Pt+2]. Cell line: SF-295. Synergy scores: CSS=55.2, Synergy_ZIP=-0.335, Synergy_Bliss=0.0308, Synergy_Loewe=-10.8, Synergy_HSA=3.61. (2) Drug 1: COC1=NC(=NC2=C1N=CN2C3C(C(C(O3)CO)O)O)N. Drug 2: CCCCCOC(=O)NC1=NC(=O)N(C=C1F)C2C(C(C(O2)C)O)O. Cell line: SNB-75. Synergy scores: CSS=-4.38, Synergy_ZIP=1.10, Synergy_Bliss=-1.81, Synergy_Loewe=-6.76, Synergy_HSA=-6.41. (3) Drug 1: C1CC(=O)NC(=O)C1N2CC3=C(C2=O)C=CC=C3N. Drug 2: CCCCCOC(=O)NC1=NC(=O)N(C=C1F)C2C(C(C(O2)C)O)O. Cell line: NCI-H460. Synergy scores: CSS=10.8, Synergy_ZIP=-2.72, Synergy_Bliss=2.21, Synergy_Loewe=6.25, Synergy_HSA=4.58. (4) Drug 1: C1=CC(=C2C(=C1NCCNCCO)C(=O)C3=C(C=CC(=C3C2=O)O)O)NCCNCCO. Drug 2: COC1=NC(=NC2=C1N=CN2C3C(C(C(O3)CO)O)O)N. Cell line: A498. Synergy scores: CSS=30.3, Synergy_ZIP=7.39, Synergy_Bliss=10.6, Synergy_Loewe=-22.3, Synergy_HSA=4.61. (5) Drug 1: CC1=C2C(C(=O)C3(C(CC4C(C3C(C(C2(C)C)(CC1OC(=O)C(C(C5=CC=CC=C5)NC(=O)OC(C)(C)C)O)O)OC(=O)C6=CC=CC=C6)(CO4)OC(=O)C)OC)C)OC. Drug 2: CC1CCCC2(C(O2)CC(NC(=O)CC(C(C(=O)C(C1O)C)(C)C)O)C(=CC3=CSC(=N3)C)C)C. Cell line: NCI-H322M. Synergy scores: CSS=41.3, Synergy_ZIP=1.44, Synergy_Bliss=0.546, Synergy_Loewe=-1.42, Synergy_HSA=0.787.